From a dataset of Full USPTO retrosynthesis dataset with 1.9M reactions from patents (1976-2016). Predict the reactants needed to synthesize the given product. (1) Given the product [CH2:28]([C:17]1[C:18]([C:24]([F:26])([F:25])[F:27])=[C:19]2[C:23]3=[C:15]([CH2:14][NH:13][CH:12]([CH2:38][CH2:39][OH:40])[CH2:11][N:22]3[CH:21]=[CH:20]2)[CH:16]=1)[CH2:29][C:30]1[CH:35]=[CH:34][CH:33]=[CH:32][CH:31]=1, predict the reactants needed to synthesize it. The reactants are: [Si](OCC[CH:11]1[N:22]2[C:23]3[C:19]([CH:20]=[CH:21]2)=[C:18]([C:24]([F:27])([F:26])[F:25])[C:17]([CH2:28][CH2:29][C:30]2[CH:35]=[CH:34][CH:33]=[CH:32][CH:31]=2)=[CH:16][C:15]=3[CH2:14][NH:13][CH2:12]1)(C(C)(C)C)(C)C.Cl.C1C[O:40][CH2:39][CH2:38]1. (2) Given the product [CH3:14][C:10]([N:5]1[CH2:4][CH2:3][C:2]([CH2:15][C:16]([CH3:18])=[CH2:17])([C:19]2[CH:24]=[CH:23][CH:22]=[CH:21][CH:20]=2)[O:7][C:6]1=[O:9])([C:12]#[C:13][C:26]1[CH:27]=[C:28]2[C:33](=[CH:34][CH:35]=1)[N:32]([CH3:36])[C:31](=[O:37])[CH:30]=[CH:29]2)[CH3:11], predict the reactants needed to synthesize it. The reactants are: O[C:2]([C:19]1[CH:24]=[CH:23][CH:22]=[CH:21][CH:20]=1)([CH2:15][C:16]([CH3:18])=[CH2:17])[CH2:3][CH2:4][N:5]([C:10]([CH3:14])([C:12]#[CH:13])[CH3:11])[C:6](=[O:9])[O:7]C.Br[C:26]1[CH:27]=[C:28]2[C:33](=[CH:34][CH:35]=1)[N:32]([CH3:36])[C:31](=[O:37])[CH:30]=[CH:29]2. (3) The reactants are: [C:1]([NH2:4])(=[O:3])[CH3:2].[NH2:5][C:6]([NH2:8])=[O:7].[S-:9][C:10]#[N:11].[NH4+:12]. Given the product [C:1]([NH2:4])(=[O:3])[CH3:2].[NH2:5][C:6]([NH2:8])=[O:7].[S-:9][C:10]#[N:11].[NH4+:12], predict the reactants needed to synthesize it. (4) The reactants are: [C:1]([C:4]1[CH:5]=[C:6]([C:15]([NH2:17])=[O:16])[C:7]2[O:13][CH2:12][CH2:11][CH2:10][S:9][C:8]=2[CH:14]=1)(=[O:3])[CH3:2].[BH4-].[Na+].Cl. Given the product [OH:3][CH:1]([C:4]1[CH:5]=[C:6]([C:15]([NH2:17])=[O:16])[C:7]2[O:13][CH2:12][CH2:11][CH2:10][S:9][C:8]=2[CH:14]=1)[CH3:2], predict the reactants needed to synthesize it. (5) The reactants are: [CH2:1]([O:8][C:9]([N:11]1[CH2:16][CH2:15][CH:14]([C:17]2[O:18][C:19]3[C:25]([C:26]([O:28]C)=O)=[CH:24][CH:23]=[CH:22][C:20]=3[N:21]=2)[CH2:13][CH2:12]1)=[O:10])[C:2]1[CH:7]=[CH:6][CH:5]=[CH:4][CH:3]=1.[NH4+:30]. Given the product [C:26]([C:25]1[C:19]2[O:18][C:17]([CH:14]3[CH2:13][CH2:12][N:11]([C:9]([O:8][CH2:1][C:2]4[CH:3]=[CH:4][CH:5]=[CH:6][CH:7]=4)=[O:10])[CH2:16][CH2:15]3)=[N:21][C:20]=2[CH:22]=[CH:23][CH:24]=1)(=[O:28])[NH2:30], predict the reactants needed to synthesize it. (6) The reactants are: [OH:1][CH2:2][CH2:3][CH:4]([C:10]1[CH:15]=[CH:14][CH:13]=[C:12]([C:16]([F:19])([F:18])[F:17])[CH:11]=1)[CH2:5][C:6]([NH:8][NH2:9])=[O:7].[C:20](O[C:20]([O:22][C:23]([CH3:26])([CH3:25])[CH3:24])=[O:21])([O:22][C:23]([CH3:26])([CH3:25])[CH3:24])=[O:21]. Given the product [OH:1][CH2:2][CH2:3][CH:4]([C:10]1[CH:15]=[CH:14][CH:13]=[C:12]([C:16]([F:17])([F:18])[F:19])[CH:11]=1)[CH2:5][C:6]([NH:8][NH:9][C:20]([O:22][C:23]([CH3:26])([CH3:25])[CH3:24])=[O:21])=[O:7], predict the reactants needed to synthesize it. (7) The reactants are: Br[CH2:2][C:3]([N:5]([CH2:8][CH3:9])[CH2:6][CH3:7])=[O:4].[NH2:10][C:11]1[CH:16]=[CH:15][C:14]([CH3:17])=[CH:13][CH:12]=1.[CH3:18][O:19][C:20]1[CH:25]=[C:24]([CH3:26])[CH:23]=[CH:22][C:21]=1[S:27](Cl)(=[O:29])=[O:28]. Given the product [CH2:6]([N:5]([CH2:8][CH3:9])[C:3](=[O:4])[CH2:2][N:10]([S:27]([C:21]1[CH:22]=[CH:23][C:24]([CH3:26])=[CH:25][C:20]=1[O:19][CH3:18])(=[O:29])=[O:28])[C:11]1[CH:16]=[CH:15][C:14]([CH3:17])=[CH:13][CH:12]=1)[CH3:7], predict the reactants needed to synthesize it. (8) Given the product [F:11][C:5]1[C:4]([CH3:12])=[CH:3][C:2]([C:18]2[CH:17]=[CH:16][CH:15]=[C:14]([F:13])[CH:19]=2)=[CH:10][C:6]=1[C:7]([OH:9])=[O:8], predict the reactants needed to synthesize it. The reactants are: Br[C:2]1[CH:3]=[C:4]([CH3:12])[C:5]([F:11])=[C:6]([CH:10]=1)[C:7]([OH:9])=[O:8].[F:13][C:14]1[CH:15]=[C:16](B(O)O)[CH:17]=[CH:18][CH:19]=1.O1CCOCC1.C([O-])([O-])=O.[K+].[K+]. (9) Given the product [CH2:24]([O:17][C:11]1[CH:12]=[C:13]([Br:16])[CH:14]=[CH:15][C:10]=1[C:2]1[S:1][C:5]2[CH:6]=[CH:7][CH:8]=[CH:9][C:4]=2[N:3]=1)[C:25]1[CH:30]=[CH:29][CH:28]=[CH:27][CH:26]=1, predict the reactants needed to synthesize it. The reactants are: [S:1]1[C:5]2[CH:6]=[CH:7][CH:8]=[CH:9][C:4]=2[N:3]=[C:2]1[C:10]1[CH:15]=[CH:14][C:13]([Br:16])=[CH:12][C:11]=1[OH:17].C(=O)([O-])[O-].[Cs+].[Cs+].[CH2:24](Br)[C:25]1[CH:30]=[CH:29][CH:28]=[CH:27][CH:26]=1. (10) Given the product [C@:31]12([CH2:41][S:42]([OH:45])(=[O:43])=[O:44])[C:38]([CH3:40])([CH3:39])[CH:35]([CH2:36][CH2:37]1)[CH2:34][C:32]2=[O:33].[O:1]=[C:2]([N:16]1[CH2:21][CH2:20][N:19]2[C:22]([C:25]([F:28])([F:27])[F:26])=[N:23][N:24]=[C:18]2[CH2:17]1)[CH2:3][C@H:4]([NH2:15])[CH2:5][C:6]1[CH:11]=[C:10]([F:12])[C:9]([F:13])=[CH:8][C:7]=1[F:14], predict the reactants needed to synthesize it. The reactants are: [O:1]=[C:2]([N:16]1[CH2:21][CH2:20][N:19]2[C:22]([C:25]([F:28])([F:27])[F:26])=[N:23][N:24]=[C:18]2[CH2:17]1)[CH2:3][C@H:4]([NH2:15])[CH2:5][C:6]1[CH:11]=[C:10]([F:12])[C:9]([F:13])=[CH:8][C:7]=1[F:14].CO.[C@:31]12([CH2:41][S:42]([OH:45])(=[O:44])=[O:43])[C:38]([CH3:40])([CH3:39])[CH:35]([CH2:36][CH2:37]1)[CH2:34][C:32]2=[O:33].